From a dataset of Forward reaction prediction with 1.9M reactions from USPTO patents (1976-2016). Predict the product of the given reaction. Given the reactants [Cl:1][C:2]1[CH:11]=[CH:10][C:9]2[C:4](=[CH:5][CH:6]=[CH:7][CH:8]=2)[N:3]=1.C([N-]C(C)C)(C)C.[Li+].[CH2:20]([N:27]1[CH2:32][CH2:31][CH2:30][CH2:29][C:28]1=O)[C:21]1[CH:26]=[CH:25][CH:24]=[CH:23][CH:22]=1.[OH2:34], predict the reaction product. The product is: [CH2:20]([N:27]1[CH2:32][CH2:31][C:30]([C:11]2[C:2]([Cl:1])=[N:3][C:4]3[C:9]([CH:10]=2)=[CH:8][CH:7]=[CH:6][CH:5]=3)([OH:34])[CH2:29][CH2:28]1)[C:21]1[CH:26]=[CH:25][CH:24]=[CH:23][CH:22]=1.